Dataset: CYP2C9 inhibition data for predicting drug metabolism from PubChem BioAssay. Task: Regression/Classification. Given a drug SMILES string, predict its absorption, distribution, metabolism, or excretion properties. Task type varies by dataset: regression for continuous measurements (e.g., permeability, clearance, half-life) or binary classification for categorical outcomes (e.g., BBB penetration, CYP inhibition). Dataset: cyp2c9_veith. (1) The molecule is CCCN1C(=O)C(NC(C)=O)c2cc(OC)ccc21. The result is 0 (non-inhibitor). (2) The molecule is O=c1[nH]c2ccccc2n1CCCN1CCC(n2c(=O)[nH]c3cc(Cl)ccc32)CC1. The result is 0 (non-inhibitor). (3) The molecule is O=C(c1ccncc1)N1CCC2(CCN(Cc3cc(C(F)(F)F)cc(C(F)(F)F)c3)CC2)CC1. The result is 0 (non-inhibitor). (4) The result is 0 (non-inhibitor). The drug is CCCCC#C/C=C1/Cn2c(nc3ccccc32)S1.